From a dataset of Forward reaction prediction with 1.9M reactions from USPTO patents (1976-2016). Predict the product of the given reaction. (1) Given the reactants [Cl:1][C:2]1[CH:7]=[CH:6][CH:5]=[CH:4][C:3]=1[S:8]([N:11]1[CH2:21][CH2:20][C:14]2([C:18](=[O:19])[NH:17][CH2:16][CH2:15]2)[CH2:13][CH2:12]1)(=[O:10])=[O:9].Br[C:23]1[CH:28]=[CH:27][C:26]([C:29]([F:32])([F:31])[F:30])=[C:25]([Cl:33])[CH:24]=1, predict the reaction product. The product is: [Cl:1][C:2]1[CH:7]=[CH:6][CH:5]=[CH:4][C:3]=1[S:8]([N:11]1[CH2:21][CH2:20][C:14]2([C:18](=[O:19])[N:17]([C:23]3[CH:28]=[CH:27][C:26]([C:29]([F:31])([F:32])[F:30])=[C:25]([Cl:33])[CH:24]=3)[CH2:16][CH2:15]2)[CH2:13][CH2:12]1)(=[O:9])=[O:10]. (2) Given the reactants [N+:1]([C:4]1[CH:5]=[C:6]([C:10]2[C:11]3[CH:18]=[CH:17][N:16]([CH2:19][O:20][CH2:21][CH2:22][Si:23]([CH3:26])([CH3:25])[CH3:24])[C:12]=3[N:13]=[CH:14][N:15]=2)[CH:7]=[CH:8][CH:9]=1)([O-:3])=[O:2].C1C(=O)N([Br:34])C(=O)C1, predict the reaction product. The product is: [Br:34][C:18]1[C:11]2[C:10]([C:6]3[CH:7]=[CH:8][CH:9]=[C:4]([N+:1]([O-:3])=[O:2])[CH:5]=3)=[N:15][CH:14]=[N:13][C:12]=2[N:16]([CH2:19][O:20][CH2:21][CH2:22][Si:23]([CH3:26])([CH3:25])[CH3:24])[CH:17]=1. (3) Given the reactants I[C:2]1[C:3]([C:9]([O:11][CH3:12])=[O:10])=[N:4][C:5]([CH3:8])=[CH:6][CH:7]=1.[CH3:13][C:14]1[N:15]=[N:16][NH:17][C:18]=1[CH3:19].CN[C@@H]1CCCC[C@H]1NC.C(=O)([O-])[O-].[Cs+].[Cs+].C[Si](C=[N+]=[N-])(C)C, predict the reaction product. The product is: [CH3:13][C:14]1[C:18]([CH3:19])=[N:17][N:16]([C:2]2[C:3]([C:9]([O:11][CH3:12])=[O:10])=[N:4][C:5]([CH3:8])=[CH:6][CH:7]=2)[N:15]=1. (4) Given the reactants [OH:1][CH2:2][CH2:3][C:4]1[CH:13]=[CH:12][C:11]2[C:6](=[CH:7][C:8]([O:18][CH3:19])=[C:9]([O:16][CH3:17])[C:10]=2[O:14][CH3:15])[CH:5]=1.[CH3:20][S:21](Cl)(=[O:23])=[O:22].Cl, predict the reaction product. The product is: [CH3:20][S:21]([O:1][CH2:2][CH2:3][C:4]1[CH:13]=[CH:12][C:11]2[C:6](=[CH:7][C:8]([O:18][CH3:19])=[C:9]([O:16][CH3:17])[C:10]=2[O:14][CH3:15])[CH:5]=1)(=[O:23])=[O:22]. (5) Given the reactants [CH:1]1[C:6]([OH:7])=[CH:5][CH:4]=[CH:3][C:2]=1[CH3:8].[CH2:9](O)[CH2:10][C@@H:11](O)[CH3:12].[OH:15][C:16]1[CH:21]=[CH:20][C:19]([CH:22]([C:28]#[C:29][CH3:30])[CH2:23][C:24]([O:26]C)=[O:25])=[CH:18][CH:17]=1, predict the reaction product. The product is: [C:2]1([CH3:8])[CH:3]=[CH:4][CH:5]=[C:6]([O:7][C@@H:10]([CH3:9])[CH2:11][CH2:12][O:15][C:16]2[CH:21]=[CH:20][C:19]([CH:22]([C:28]#[C:29][CH3:30])[CH2:23][C:24]([OH:26])=[O:25])=[CH:18][CH:17]=2)[CH:1]=1. (6) Given the reactants C(OC([NH:8][C@H:9]([C:14]([O:16][CH2:17][CH2:18][O:19][C:20]1[CH:25]=[CH:24][C:23]([C:26]2[C:31]([C:32]#[N:33])=[C:30]([N:34]3[CH2:38][CH2:37][CH2:36][CH2:35]3)[N:29]=[C:28]([S:39][CH2:40][C:41]3[N:42]=[C:43]([C:46]4[CH:51]=[CH:50][C:49]([Cl:52])=[CH:48][CH:47]=4)[S:44][CH:45]=3)[C:27]=2[C:53]#[N:54])=[CH:22][CH:21]=1)=[O:15])[CH2:10][CH:11]([CH3:13])[CH3:12])=O)(C)(C)C.[F:55][C:56]([F:61])([F:60])[C:57]([OH:59])=[O:58], predict the reaction product. The product is: [F:55][C:56]([F:61])([F:60])[C:57]([OH:59])=[O:58].[NH2:8][C@H:9]([C:14]([O:16][CH2:17][CH2:18][O:19][C:20]1[CH:21]=[CH:22][C:23]([C:26]2[C:31]([C:32]#[N:33])=[C:30]([N:34]3[CH2:38][CH2:37][CH2:36][CH2:35]3)[N:29]=[C:28]([S:39][CH2:40][C:41]3[N:42]=[C:43]([C:46]4[CH:51]=[CH:50][C:49]([Cl:52])=[CH:48][CH:47]=4)[S:44][CH:45]=3)[C:27]=2[C:53]#[N:54])=[CH:24][CH:25]=1)=[O:15])[CH2:10][CH:11]([CH3:12])[CH3:13]. (7) The product is: [F:26][C:25]([F:27])([F:28])[C:24]([C:21]1[CH:22]=[CH:23][C:18]([CH2:17][N:8]2[CH2:7][CH2:6][N:5]([C:9]([O:11][C:12]([CH3:15])([CH3:14])[CH3:13])=[O:10])[CH2:4][C@@H:3]2[CH2:2][OH:1])=[CH:19][CH:20]=1)([OH:33])[C:29]([F:30])([F:32])[F:31]. Given the reactants [OH:1][CH2:2][C@@H:3]1[NH:8][CH2:7][CH2:6][N:5]([C:9]([O:11][C:12]([CH3:15])([CH3:14])[CH3:13])=[O:10])[CH2:4]1.Br[CH2:17][C:18]1[CH:23]=[CH:22][C:21]([C:24]([OH:33])([C:29]([F:32])([F:31])[F:30])[C:25]([F:28])([F:27])[F:26])=[CH:20][CH:19]=1.[I-].[Na+].C(=O)([O-])[O-].[K+].[K+], predict the reaction product.